Dataset: NCI-60 drug combinations with 297,098 pairs across 59 cell lines. Task: Regression. Given two drug SMILES strings and cell line genomic features, predict the synergy score measuring deviation from expected non-interaction effect. (1) Drug 1: CC1CCC2CC(C(=CC=CC=CC(CC(C(=O)C(C(C(=CC(C(=O)CC(OC(=O)C3CCCCN3C(=O)C(=O)C1(O2)O)C(C)CC4CCC(C(C4)OC)OCCO)C)C)O)OC)C)C)C)OC. Drug 2: CC12CCC3C(C1CCC2OP(=O)(O)O)CCC4=C3C=CC(=C4)OC(=O)N(CCCl)CCCl.[Na+]. Cell line: EKVX. Synergy scores: CSS=26.0, Synergy_ZIP=0.192, Synergy_Bliss=3.51, Synergy_Loewe=-15.4, Synergy_HSA=6.13. (2) Drug 1: C1C(C(OC1N2C=NC3=C(N=C(N=C32)Cl)N)CO)O. Drug 2: CC1CCC2CC(C(=CC=CC=CC(CC(C(=O)C(C(C(=CC(C(=O)CC(OC(=O)C3CCCCN3C(=O)C(=O)C1(O2)O)C(C)CC4CCC(C(C4)OC)O)C)C)O)OC)C)C)C)OC. Cell line: K-562. Synergy scores: CSS=15.2, Synergy_ZIP=-6.70, Synergy_Bliss=2.54, Synergy_Loewe=-8.86, Synergy_HSA=-1.61. (3) Drug 1: CC1=C2C(C(=O)C3(C(CC4C(C3C(C(C2(C)C)(CC1OC(=O)C(C(C5=CC=CC=C5)NC(=O)OC(C)(C)C)O)O)OC(=O)C6=CC=CC=C6)(CO4)OC(=O)C)O)C)O. Drug 2: C1=CN(C=N1)CC(O)(P(=O)(O)O)P(=O)(O)O. Cell line: SK-MEL-2. Synergy scores: CSS=-3.55, Synergy_ZIP=9.40, Synergy_Bliss=14.3, Synergy_Loewe=0.423, Synergy_HSA=-1.55. (4) Drug 1: CS(=O)(=O)CCNCC1=CC=C(O1)C2=CC3=C(C=C2)N=CN=C3NC4=CC(=C(C=C4)OCC5=CC(=CC=C5)F)Cl. Drug 2: C1=NNC2=C1C(=O)NC=N2. Cell line: OVCAR-4. Synergy scores: CSS=4.39, Synergy_ZIP=-1.79, Synergy_Bliss=-1.34, Synergy_Loewe=0.748, Synergy_HSA=0.277. (5) Drug 1: CCCS(=O)(=O)NC1=C(C(=C(C=C1)F)C(=O)C2=CNC3=C2C=C(C=N3)C4=CC=C(C=C4)Cl)F. Drug 2: C1=CC=C(C(=C1)C(C2=CC=C(C=C2)Cl)C(Cl)Cl)Cl. Cell line: HS 578T. Synergy scores: CSS=-1.72, Synergy_ZIP=2.39, Synergy_Bliss=7.04, Synergy_Loewe=0.811, Synergy_HSA=0.551. (6) Drug 1: CC1OCC2C(O1)C(C(C(O2)OC3C4COC(=O)C4C(C5=CC6=C(C=C35)OCO6)C7=CC(=C(C(=C7)OC)O)OC)O)O. Drug 2: CNC(=O)C1=NC=CC(=C1)OC2=CC=C(C=C2)NC(=O)NC3=CC(=C(C=C3)Cl)C(F)(F)F. Cell line: RXF 393. Synergy scores: CSS=29.1, Synergy_ZIP=-4.21, Synergy_Bliss=-3.02, Synergy_Loewe=-2.29, Synergy_HSA=-0.693. (7) Drug 1: CN1C(=O)N2C=NC(=C2N=N1)C(=O)N. Drug 2: C1CN1C2=NC(=NC(=N2)N3CC3)N4CC4. Cell line: HCT116. Synergy scores: CSS=39.0, Synergy_ZIP=5.50, Synergy_Bliss=7.81, Synergy_Loewe=-21.3, Synergy_HSA=4.29. (8) Drug 1: C1CCC(C1)C(CC#N)N2C=C(C=N2)C3=C4C=CNC4=NC=N3. Drug 2: C1=C(C(=O)NC(=O)N1)F. Cell line: NCI-H460. Synergy scores: CSS=47.0, Synergy_ZIP=-2.51, Synergy_Bliss=-7.74, Synergy_Loewe=-17.8, Synergy_HSA=-7.77.